This data is from Full USPTO retrosynthesis dataset with 1.9M reactions from patents (1976-2016). The task is: Predict the reactants needed to synthesize the given product. (1) The reactants are: [Cl:1][C:2]1[N:7]=[C:6]([O:8][CH3:9])[C:5]([C:10]([OH:12])=O)=[C:4]([O:13][CH3:14])[N:3]=1.F[P-](F)(F)(F)(F)F.N1(OC(N(C)C)=[N+](C)C)C2N=CC=CC=2N=N1.C(N(CC)CC)C.[Cl:46][C:47]1[CH:54]=[CH:53][C:50]([CH2:51][NH2:52])=[CH:49][CH:48]=1. Given the product [Cl:1][C:2]1[N:3]=[C:4]([O:13][CH3:14])[C:5]([C:10]([NH:52][CH2:51][C:50]2[CH:53]=[CH:54][C:47]([Cl:46])=[CH:48][CH:49]=2)=[O:12])=[C:6]([O:8][CH3:9])[N:7]=1, predict the reactants needed to synthesize it. (2) Given the product [C:1]([N:8]([CH3:42])[CH:9]1[CH2:14][CH2:13][CH:12]([N:15]([CH2:30][C:31]2[CH:32]=[C:33]([C:44]3[CH:49]=[CH:48][N:47]=[C:46]([NH:50][C:51](=[O:57])[O:52][C:53]([CH3:55])([CH3:54])[CH3:56])[CH:45]=3)[CH:34]=[CH:35][C:36]=2[O:37][CH3:38])[C:16]([C:18]2[S:22][C:21]3[C:23]([F:28])=[CH:24][CH:25]=[C:26]([F:27])[C:20]=3[C:19]=2[Cl:29])=[O:17])[CH2:11][CH2:10]1)([O:3][C:4]([CH3:7])([CH3:6])[CH3:5])=[O:2], predict the reactants needed to synthesize it. The reactants are: [C:1]([N:8]([CH3:42])[CH:9]1[CH2:14][CH2:13][CH:12]([N:15]([CH2:30][C:31]2[CH:32]=[C:33](B(O)O)[CH:34]=[CH:35][C:36]=2[O:37][CH3:38])[C:16]([C:18]2[S:22][C:21]3[C:23]([F:28])=[CH:24][CH:25]=[C:26]([F:27])[C:20]=3[C:19]=2[Cl:29])=[O:17])[CH2:11][CH2:10]1)([O:3][C:4]([CH3:7])([CH3:6])[CH3:5])=[O:2].Br[C:44]1[CH:49]=[CH:48][N:47]=[C:46]([NH:50][C:51](=[O:57])[O:52][C:53]([CH3:56])([CH3:55])[CH3:54])[CH:45]=1.